Task: Predict the reaction yield, written as a fraction of the theoretical maximum amount of product (1.0 means a 100% yield; for example, 0.34 means a 34% yield).. Dataset: Reaction yield outcomes from USPTO patents with 853,638 reactions (1) The reactants are [Cl:1][C:2]1[C:3]([C:10]([NH:12][NH2:13])=[O:11])=[N:4][C:5]([S:8][CH3:9])=[N:6][CH:7]=1.[F:14][C:15]1[CH:20]=[CH:19][C:18]([N:21]=[C:22]=[S:23])=[CH:17][CH:16]=1. The catalyst is CCO. The product is [Cl:1][C:2]1[CH:7]=[N:6][C:5]([S:8][CH3:9])=[N:4][C:3]=1[C:10]([NH:12][NH:13][C:22]([NH:21][C:18]1[CH:19]=[CH:20][C:15]([F:14])=[CH:16][CH:17]=1)=[S:23])=[O:11]. The yield is 0.950. (2) The reactants are [C:1]([O:5][C:6]([NH:8][CH:9]([C:11]1[CH:12]=[C:13]([CH:17]=[CH:18][CH:19]=1)[C:14](O)=[O:15])[CH3:10])=[O:7])([CH3:4])([CH3:3])[CH3:2].B.CSC. The catalyst is C1COCC1. The product is [OH:15][CH2:14][C:13]1[CH:12]=[C:11]([CH:9]([NH:8][C:6](=[O:7])[O:5][C:1]([CH3:4])([CH3:3])[CH3:2])[CH3:10])[CH:19]=[CH:18][CH:17]=1. The yield is 0.680. (3) The reactants are N[C:2]1[C:6]2=[N:7][CH:8]=[C:9]([Cl:11])[CH:10]=[C:5]2[O:4][C:3]=1C(OCC)=O.Cl.C([O-])(O)=[O:19].[Na+]. No catalyst specified. The product is [Cl:11][C:9]1[CH:10]=[C:5]2[O:4][CH2:3][C:2](=[O:19])[C:6]2=[N:7][CH:8]=1. The yield is 0.200. (4) The reactants are C([O:8][C:9]1[CH:65]=[CH:64][C:12]([C:13]([O:15][C@H:16]2[CH2:25][C:24]3[C:19](=[CH:20][C:21]([O:34]CC4C=CC=CC=4)=[CH:22][C:23]=3[O:26]CC3C=CC=CC=3)[O:18][C@@H:17]2[C:42]2[CH:47]=[CH:46][C:45]([O:48]CC3C=CC=CC=3)=[C:44]([O:56]CC3C=CC=CC=3)[CH:43]=2)=[O:14])=[CH:11][CH:10]=1)C1C=CC=CC=1.C1COCC1.CO. The catalyst is [OH-].[OH-].[Pd+2].CO.C(Cl)Cl. The product is [OH:8][C:9]1[CH:10]=[CH:11][C:12]([C:13]([O:15][C@H:16]2[CH2:25][C:24]3[C:19](=[CH:20][C:21]([OH:34])=[CH:22][C:23]=3[OH:26])[O:18][C@@H:17]2[C:42]2[CH:47]=[CH:46][C:45]([OH:48])=[C:44]([OH:56])[CH:43]=2)=[O:14])=[CH:64][CH:65]=1. The yield is 0.870. (5) The reactants are [OH-].[Na+].[CH2:3]([O:7][C:8]1[CH:13]=[C:12](/[CH:14]=[C:15](\[O:20][CH3:21])/[C:16]([O:18]C)=[O:17])[CH:11]=[CH:10][C:9]=1[C:22]1[CH:27]=[CH:26][CH:25]=[C:24]([N:28]([CH3:37])[C:29]([NH:31][CH2:32][CH2:33][CH2:34][CH2:35][CH3:36])=[O:30])[CH:23]=1)[CH2:4][CH2:5][CH3:6].Cl.O.O1CC[CH2:42][CH2:41]1. The catalyst is C(OCC)(=O)C. The product is [CH2:3]([O:7][C:8]1[CH:13]=[C:12](/[CH:14]=[C:15](\[O:20][CH3:21])/[C:16]([OH:18])=[O:17])[CH:11]=[CH:10][C:9]=1[C:22]1[CH:27]=[CH:26][CH:25]=[C:24]([N:28]([CH3:37])[C:29]([NH:31][CH2:32][CH2:33][CH2:34][CH2:35][CH2:36][CH2:41][CH3:42])=[O:30])[CH:23]=1)[CH2:4][CH2:5][CH3:6]. The yield is 0.780. (6) The reactants are [Br:1][C:2]1[CH:7]=[CH:6][C:5]([CH2:8][C:9]([C:24]2[CH:29]=[CH:28][CH:27]=[C:26]([O:30][C:31]([F:34])([F:33])[F:32])[CH:25]=2)([C:13]2[CH:18]=[CH:17][CH:16]=[C:15]([O:19][C:20]([F:23])([F:22])[F:21])[CH:14]=2)C(O)=O)=[CH:4][CH:3]=1.C1(P(N=[N+]=[N-])(C2C=CC=CC=2)=[O:42])C=CC=CC=1.C([N:54]([CH2:57]C)CC)C.[F:59][C:60]([F:64])([F:63])[CH2:61][NH2:62]. The catalyst is C1(C)C=CC=CC=1.CCOC(C)=O.CO.O. The product is [Br:1][C:2]1[CH:3]=[CH:4][C:5]([CH2:8][C:9]([NH:54][C:57]([NH:62][CH2:61][C:60]([F:64])([F:63])[F:59])=[O:42])([C:24]2[CH:29]=[CH:28][CH:27]=[C:26]([O:30][C:31]([F:34])([F:32])[F:33])[CH:25]=2)[C:13]2[CH:18]=[CH:17][CH:16]=[C:15]([O:19][C:20]([F:23])([F:22])[F:21])[CH:14]=2)=[CH:6][CH:7]=1. The yield is 0.650. (7) The reactants are [CH:1]1([C:4]#[C:5][C:6]2[CH:7]=[CH:8][C:9]([C:12]([O:14]C)=[O:13])=[N:10][CH:11]=2)[CH2:3][CH2:2]1.[OH-].[K+].O.Cl. The catalyst is CO. The product is [CH:1]1([C:4]#[C:5][C:6]2[CH:7]=[CH:8][C:9]([C:12]([OH:14])=[O:13])=[N:10][CH:11]=2)[CH2:3][CH2:2]1. The yield is 0.730. (8) The reactants are [C:1]([O:5][C:6](=[O:21])[NH:7][CH2:8][C:9](=[O:20])[NH:10][C:11]1[CH:16]=[CH:15][C:14]([CH2:17][OH:18])=[C:13]([Cl:19])[CH:12]=1)([CH3:4])([CH3:3])[CH3:2]. The catalyst is C(Cl)(Cl)Cl.O=[Mn]=O. The product is [C:1]([O:5][C:6](=[O:21])[NH:7][CH2:8][C:9](=[O:20])[NH:10][C:11]1[CH:16]=[CH:15][C:14]([CH:17]=[O:18])=[C:13]([Cl:19])[CH:12]=1)([CH3:4])([CH3:2])[CH3:3]. The yield is 0.550. (9) The reactants are [OH-].[K+].[CH3:3][O:4][C:5](=[O:11])[C:6]([CH3:10])([CH3:9])[CH2:7][OH:8].[CH3:12]I. The catalyst is CS(C)=O. The product is [CH3:3][O:4][C:5](=[O:11])[C:6]([CH3:10])([CH3:9])[CH2:7][O:8][CH3:12]. The yield is 0.770.